This data is from Forward reaction prediction with 1.9M reactions from USPTO patents (1976-2016). The task is: Predict the product of the given reaction. (1) Given the reactants FC(F)(F)C(O)=O.[Cl:8][C:9]1[CH:14]=[C:13]2[NH:15][C:16](=[O:38])[C:17]3([CH:21]([C:22]4[CH:27]=[CH:26][CH:25]=[C:24]([Cl:28])[C:23]=4[F:29])[CH:20]([C:30](O)=[O:31])[NH:19][CH:18]3[CH2:33][C:34]([CH3:37])([CH3:36])[CH3:35])[C:12]2=[CH:11][CH:10]=1.C(N(C(C)C)CC)(C)C.C1(P(Cl)(C2C=CC=CC=2)=O)C=CC=CC=1.[NH2:63][C:64]1[O:68][C:67]([C:69]([O:71][CH3:72])=[O:70])=[CH:66][CH:65]=1, predict the reaction product. The product is: [CH3:72][O:71][C:69]([C:67]1[O:68][C:64]([NH:63][C:30]([C@@H:20]2[NH:19][C@@H:18]([CH2:33][C:34]([CH3:36])([CH3:37])[CH3:35])[C@:17]3([C:12]4[C:13](=[CH:14][C:9]([Cl:8])=[CH:10][CH:11]=4)[NH:15][C:16]3=[O:38])[C@H:21]2[C:22]2[CH:27]=[CH:26][CH:25]=[C:24]([Cl:28])[C:23]=2[F:29])=[O:31])=[CH:65][CH:66]=1)=[O:70]. (2) Given the reactants [F:1][C:2]1[CH:3]=[C:4]([CH2:10][OH:11])[CH:5]=[C:6]([F:9])[C:7]=1[F:8].Cl[C:13]1[CH:26]=[C:17]2[N:18]([CH:23]([CH3:25])[CH3:24])[C@@H:19]([CH3:22])[CH2:20][CH2:21][N:16]2[C:15](=[O:27])[N:14]=1, predict the reaction product. The product is: [CH:23]([N:18]1[C@@H:19]([CH3:22])[CH2:20][CH2:21][N:16]2[C:15](=[O:27])[N:14]=[C:13]([O:11][CH2:10][C:4]3[CH:3]=[C:2]([F:1])[C:7]([F:8])=[C:6]([F:9])[CH:5]=3)[CH:26]=[C:17]12)([CH3:24])[CH3:25]. (3) The product is: [CH3:12][O:11][CH:6]1[C:7]2[C:3](=[C:2]([O:25][C:20]3[CH:21]=[CH:22][CH:23]=[C:24]4[C:19]=3[CH2:18][CH:17]([CH3:26])[CH:16]4[O:15][CH3:14])[CH:10]=[CH:9][CH:8]=2)[CH2:4][CH:5]1[CH3:13]. Given the reactants Br[C:2]1[CH:10]=[CH:9][CH:8]=[C:7]2[C:3]=1[CH2:4][CH:5]([CH3:13])[CH:6]2[O:11][CH3:12].[CH3:14][O:15][CH:16]1[C:24]2[CH:23]=[CH:22][CH:21]=[C:20]([OH:25])[C:19]=2[CH2:18][CH:17]1[CH3:26].[O-]P([O-])([O-])=O.[K+].[K+].[K+].C(P(C(C)(C)C)C1C=CC=CC=1C1C=CC=CC=1N(C)C)(C)(C)C, predict the reaction product. (4) Given the reactants [CH3:1][O:2][C:3](=[O:24])[CH2:4][C:5]1[CH:10]=[C:9](OS(C(F)(F)F)(=O)=O)[CH:8]=[C:7]([O:19][CH2:20][CH2:21][CH2:22][CH3:23])[CH:6]=1.[Na+].[CH3:26][O:27][C:28]1[CH:29]=[C:30]([S:34]([O-:36])=[O:35])[CH:31]=[CH:32][CH:33]=1.C1(C)C=CC=CC=1.C(=O)([O-])[O-].[Cs+].[Cs+].CC1(C)C2C(=C(P(C3C=CC=CC=3)C3C=CC=CC=3)C=CC=2)OC2C(P(C3C=CC=CC=3)C3C=CC=CC=3)=CC=CC1=2, predict the reaction product. The product is: [CH3:1][O:2][C:3](=[O:24])[CH2:4][C:5]1[CH:10]=[C:9]([S:34]([C:30]2[CH:31]=[CH:32][CH:33]=[C:28]([O:27][CH3:26])[CH:29]=2)(=[O:36])=[O:35])[CH:8]=[C:7]([O:19][CH2:20][CH2:21][CH2:22][CH3:23])[CH:6]=1. (5) Given the reactants [N:1]1([C:6]([C:8]2[C:9]([CH3:16])=[C:10]([CH:14]=O)[NH:11][C:12]=2[CH3:13])=[O:7])[CH:5]=[CH:4][N:3]=[CH:2]1.NCCN1C[CH2:24][O:23][CH2:22][CH2:21]1.[F:26][C:27]1[CH:28]=[C:29]2[C:33](=[CH:34][CH:35]=1)[NH:32][C:31](=[O:36])[CH2:30]2, predict the reaction product. The product is: [F:26][C:27]1[CH:28]=[C:29]2[C:33](=[CH:34][CH:35]=1)[NH:32][C:31](=[O:36])/[C:30]/2=[CH:14]\[C:10]1[NH:11][C:12]([CH3:13])=[C:8]([C:6]([NH:1][CH2:5][CH2:4][N:3]2[CH2:21][CH2:22][O:23][CH2:24][CH2:2]2)=[O:7])[C:9]=1[CH3:16]. (6) Given the reactants [Cl:1][C:2]1[C:11]2[C:6](=[CH:7][CH:8]=[C:9]([C:12]([C:14]3[O:18][C:17]([CH3:19])=[N:16][C:15]=3[CH3:20])=[O:13])[CH:10]=2)[N:5]=[C:4]([O:21][CH3:22])[C:3]=1[CH2:23][C:24]1[CH:29]=[CH:28][C:27]([C:30]([F:33])([F:32])[F:31])=[CH:26][CH:25]=1.[Li][CH3:35], predict the reaction product. The product is: [Cl:1][C:2]1[C:11]2[C:6](=[CH:7][CH:8]=[C:9]([C:12]([C:14]3[O:18][C:17]([CH3:19])=[N:16][C:15]=3[CH3:20])([OH:13])[CH3:35])[CH:10]=2)[N:5]=[C:4]([O:21][CH3:22])[C:3]=1[CH2:23][C:24]1[CH:25]=[CH:26][C:27]([C:30]([F:31])([F:33])[F:32])=[CH:28][CH:29]=1. (7) Given the reactants [F:1][C:2]1[CH:25]=[CH:24][CH:23]=[C:22]([C:26]([F:29])([F:28])[F:27])[C:3]=1[C:4]([NH:6][C:7]1[S:18][C:10]2[C:11]([CH3:17])([CH3:16])[O:12][C:13]([CH3:15])([CH3:14])[C:9]=2[C:8]=1[C:19]([OH:21])=O)=[O:5].Cl.[CH2:31]([NH2:34])[C:32]#[CH:33], predict the reaction product. The product is: [F:1][C:2]1[CH:25]=[CH:24][CH:23]=[C:22]([C:26]([F:28])([F:29])[F:27])[C:3]=1[C:4]([NH:6][C:7]1[S:18][C:10]2[C:11]([CH3:17])([CH3:16])[O:12][C:13]([CH3:14])([CH3:15])[C:9]=2[C:8]=1[C:19]([NH:34][CH2:31][C:32]#[CH:33])=[O:21])=[O:5]. (8) Given the reactants Cl.[OH:2][C:3]1[CH:4]=[CH:5][CH:6]=[C:7]2[C:12]=1[CH2:11][NH:10][CH2:9][CH2:8]2.C(N(CC)CC)C.Cl[C:21]([O:23][CH2:24][C:25]1[CH:30]=[CH:29][CH:28]=[CH:27][CH:26]=1)=[O:22], predict the reaction product. The product is: [CH2:24]([O:23][C:21]([N:10]1[CH2:9][CH2:8][C:7]2[C:12](=[C:3]([OH:2])[CH:4]=[CH:5][CH:6]=2)[CH2:11]1)=[O:22])[C:25]1[CH:30]=[CH:29][CH:28]=[CH:27][CH:26]=1. (9) Given the reactants [Br:1][C:2]1[CH:3]=[C:4]([CH:8]=[CH:9][N:10]=1)[C:5]([OH:7])=O.[NH2:11][C:12]1[CH:17]=[CH:16][CH:15]=[C:14]([CH3:18])[CH:13]=1, predict the reaction product. The product is: [Br:1][C:2]1[CH:3]=[C:4]([CH:8]=[CH:9][N:10]=1)[C:5]([NH:11][C:12]1[CH:13]=[C:14]([CH3:18])[CH:15]=[CH:16][CH:17]=1)=[O:7].